Dataset: Forward reaction prediction with 1.9M reactions from USPTO patents (1976-2016). Task: Predict the product of the given reaction. (1) Given the reactants [CH2:1]([NH:3][C:4]1[CH:16]=[CH:15][C:7]([NH:8][C:9](=[O:14])[C:10]([F:13])([F:12])[F:11])=[CH:6][C:5]=1[N+:17]([O-])=O)[CH3:2].C1(C)C=CC(S([O-])(=O)=O)=CC=1.[CH2:31]([N:38]1[C:42](=[O:43])[C:41](=[C:44]2[N:48]([CH3:49])[C:47]3[CH:50]=[CH:51][CH:52]=[CH:53][C:46]=3[S:45]2)[S:40][CH2+:39]1SC)[C:32]1[CH:37]=[CH:36][CH:35]=[CH:34][CH:33]=1, predict the reaction product. The product is: [CH2:31]([N:38]1[C:42](=[O:43])[C:41](=[C:44]2[N:48]([CH3:49])[C:47]3[CH:50]=[CH:51][CH:52]=[CH:53][C:46]=3[S:45]2)[S:40][C:39]1=[N:17][C:5]1[CH:6]=[C:7]([NH:8][C:9](=[O:14])[C:10]([F:13])([F:12])[F:11])[CH:15]=[CH:16][C:4]=1[NH:3][CH2:1][CH3:2])[C:32]1[CH:33]=[CH:34][CH:35]=[CH:36][CH:37]=1. (2) Given the reactants C1COCC1.[C:6]1([CH2:12][C:13](Cl)=[O:14])[CH:11]=[CH:10][CH:9]=[CH:8][CH:7]=1.[NH2:16][C:17]1[CH:38]=[CH:37][C:20]([CH2:21][O:22][C:23]2[CH:24]=[C:25]3[C:30](=[CH:31][CH:32]=2)[CH2:29][CH:28]([CH2:33][N:34]([CH3:36])[CH3:35])[CH2:27][CH2:26]3)=[CH:19][CH:18]=1.C(=O)(O)[O-].[Na+], predict the reaction product. The product is: [CH2:12]([C:13]([NH:16][C:17]1[CH:38]=[CH:37][C:20]([CH2:21][O:22][C:23]2[CH:24]=[C:25]3[C:30](=[CH:31][CH:32]=2)[CH2:29][CH:28]([CH2:33][N:34]([CH3:35])[CH3:36])[CH2:27][CH2:26]3)=[CH:19][CH:18]=1)=[O:14])[C:6]1[CH:11]=[CH:10][CH:9]=[CH:8][CH:7]=1. (3) Given the reactants [Cl:1][C:2]1[CH:8]=[CH:7][CH:6]=[C:5]([Cl:9])[C:3]=1[NH2:4].[H-].[Na+].Cl[C:13]1[C:22]2[C:17](=[C:18]([O:25][CH:26]3[CH2:30][CH2:29][CH2:28][CH2:27]3)[C:19]([O:23][CH3:24])=[CH:20][CH:21]=2)[N:16]=[CH:15][N:14]=1.C([O-])([O-])=O.[K+].[K+], predict the reaction product. The product is: [CH:26]1([O:25][C:18]2[C:19]([O:23][CH3:24])=[CH:20][CH:21]=[C:22]3[C:17]=2[N:16]=[CH:15][N:14]=[C:13]3[NH:4][C:3]2[C:2]([Cl:1])=[CH:8][CH:7]=[CH:6][C:5]=2[Cl:9])[CH2:27][CH2:28][CH2:29][CH2:30]1. (4) Given the reactants [Cl:1][C:2]1[C:3]([S:11][CH3:12])=[N:4][CH:5]=[C:6]([CH:8]([OH:10])[CH3:9])[CH:7]=1.[H-].[Na+].[CH2:15](Br)[C:16]1[CH:21]=[CH:20][CH:19]=[CH:18][CH:17]=1, predict the reaction product. The product is: [CH2:15]([O:10][CH:8]([C:6]1[CH:7]=[C:2]([Cl:1])[C:3]([S:11][CH3:12])=[N:4][CH:5]=1)[CH3:9])[C:16]1[CH:21]=[CH:20][CH:19]=[CH:18][CH:17]=1. (5) Given the reactants O.[OH-].[Li+].[CH2:4]([O:8][CH2:9][C@@H:10]([C:37]([O:39]C)=[O:38])[NH:11][C:12]([C:14]1[C:23]([NH:24][C:25]([NH:27][C:28]2[C:33]([CH3:34])=[CH:32][C:31]([CH3:35])=[CH:30][C:29]=2[CH3:36])=[O:26])=[CH:22][C:21]2[C:16](=[CH:17][CH:18]=[CH:19][CH:20]=2)[CH:15]=1)=[O:13])[CH2:5][CH2:6][CH3:7].O.Cl, predict the reaction product. The product is: [CH2:4]([O:8][CH2:9][C@@H:10]([C:37]([OH:39])=[O:38])[NH:11][C:12]([C:14]1[C:23]([NH:24][C:25]([NH:27][C:28]2[C:29]([CH3:36])=[CH:30][C:31]([CH3:35])=[CH:32][C:33]=2[CH3:34])=[O:26])=[CH:22][C:21]2[C:16](=[CH:17][CH:18]=[CH:19][CH:20]=2)[CH:15]=1)=[O:13])[CH2:5][CH2:6][CH3:7]. (6) Given the reactants [S:1]1[C:5]2[CH:6]=[CH:7][CH:8]=[CH:9][C:4]=2[CH:3]=[C:2]1/[CH:10]=[CH:11]/C(N=[N+]=[N-])=O.C1([O:23][C:24]2C=CC=CC=2)C=CC=CC=1.[N:30](CCCC)(CCCC)CCCC, predict the reaction product. The product is: [C:24]1(=[O:23])[C:3]2[C:4]3[CH:9]=[CH:8][CH:7]=[CH:6][C:5]=3[S:1][C:2]=2[CH:10]=[CH:11][NH:30]1. (7) Given the reactants [CH3:1][C:2]1[N:3]([C:8]2[CH:9]=[C:10]3[C:14](=[CH:15][CH:16]=2)[NH:13][C@H:12]([CH3:17])[CH2:11]3)[C:4]([CH3:7])=[CH:5][CH:6]=1.C(=O)(O)[O-].[Na+].Cl[C:24]([O:26][CH2:27][C:28]1[CH:33]=[CH:32][CH:31]=[CH:30][CH:29]=1)=[O:25], predict the reaction product. The product is: [CH3:1][C:2]1[N:3]([C:8]2[CH:9]=[C:10]3[C:14](=[CH:15][CH:16]=2)[N:13]([C:24]([O:26][CH2:27][C:28]2[CH:33]=[CH:32][CH:31]=[CH:30][CH:29]=2)=[O:25])[C@H:12]([CH3:17])[CH2:11]3)[C:4]([CH3:7])=[CH:5][CH:6]=1. (8) Given the reactants [Cl:1][C:2]1[CH:7]=[CH:6][C:5]([C:8]2([CH2:37][OH:38])[CH2:13][CH2:12][N:11]([C:14]3[C:15]4[N:16]([N:20]=[C:21]([NH:23][C:24]5[CH:25]=[N:26][N:27](COCC[Si](C)(C)C)[CH:28]=5)[N:22]=4)[CH:17]=[CH:18][CH:19]=3)[CH2:10][CH2:9]2)=[CH:4][CH:3]=1.Cl, predict the reaction product. The product is: [Cl:1][C:2]1[CH:7]=[CH:6][C:5]([C:8]2([CH2:37][OH:38])[CH2:9][CH2:10][N:11]([C:14]3[C:15]4[N:16]([N:20]=[C:21]([NH:23][C:24]5[CH:25]=[N:26][NH:27][CH:28]=5)[N:22]=4)[CH:17]=[CH:18][CH:19]=3)[CH2:12][CH2:13]2)=[CH:4][CH:3]=1. (9) Given the reactants [Cl:1][S:2]([C:5]1[CH:13]=[CH:12][C:8]([C:9](Cl)=[O:10])=[CH:7][CH:6]=1)(=[O:4])=[O:3].C(N(CC)CC)C.[CH3:21][OH:22], predict the reaction product. The product is: [CH3:21][O:22][C:9](=[O:10])[C:8]1[CH:12]=[CH:13][C:5]([S:2]([Cl:1])(=[O:4])=[O:3])=[CH:6][CH:7]=1.